Dataset: Retrosynthesis with 50K atom-mapped reactions and 10 reaction types from USPTO. Task: Predict the reactants needed to synthesize the given product. (1) The reactants are: COC(=O)c1ccc([C@H](C)N)cc1.O=C(O)c1cc(Cl)cnc1OCc1ccc(Cl)cc1. Given the product COC(=O)c1ccc([C@H](C)NC(=O)c2cc(Cl)cnc2OCc2ccc(Cl)cc2)cc1, predict the reactants needed to synthesize it. (2) The reactants are: CCCCCCCN(CCc1csc(SC(C)(C)C(=O)OC(C)(C)C)n1)c1ncc(C(=O)OC)cc1Cl. Given the product CCCCCCCN(CCc1csc(SC(C)(C)C(=O)OC(C)(C)C)n1)c1ncc(C(=O)O)cc1Cl, predict the reactants needed to synthesize it. (3) Given the product c1ccc(C(c2ccccc2)(c2ccccc2)n2ccnc2)cc1, predict the reactants needed to synthesize it. The reactants are: ClC(c1ccccc1)(c1ccccc1)c1ccccc1.c1c[nH]cn1. (4) Given the product Nc1ccc(C(=O)N2CCC(C(O)c3ccc(F)cc3)CC2)cc1, predict the reactants needed to synthesize it. The reactants are: Nc1ccc(C(=O)N2CCC(C(=O)c3ccc(F)cc3)CC2)cc1. (5) Given the product COc1cc(CO)ccc1OCc1nc(-c2cccc([N+](=O)[O-])c2)oc1C, predict the reactants needed to synthesize it. The reactants are: COc1cc(C=O)ccc1OCc1nc(-c2cccc([N+](=O)[O-])c2)oc1C. (6) Given the product C[C@@H](c1ccc(-c2cnc(C#N)cn2)cc1)N1CC[C@](CC(C)(C)O)(c2ccc(F)cc2)OC1=O, predict the reactants needed to synthesize it. The reactants are: C[C@@H](c1ccc(B2OC(C)(C)C(C)(C)O2)cc1)N1CC[C@](CC(C)(C)O)(c2ccc(F)cc2)OC1=O.N#Cc1cnc(Cl)cn1. (7) Given the product O=C(c1ccco1)N1CCNCC1, predict the reactants needed to synthesize it. The reactants are: C1CNCCN1.O=C(Cl)c1ccco1.